Dataset: Reaction yield outcomes from USPTO patents with 853,638 reactions. Task: Predict the reaction yield, written as a fraction of the theoretical maximum amount of product (1.0 means a 100% yield; for example, 0.34 means a 34% yield). (1) The reactants are [Cl:1][C:2]1[N:9]=[C:8]([Cl:10])[CH:7]=[CH:6][C:3]=1[CH:4]=O.[NH2:11][CH2:12][CH:13]([C:15]1[CH:20]=[CH:19][CH:18]=[CH:17][CH:16]=1)[OH:14].C(O)(=O)C. The catalyst is CO.ClCCl. The product is [Cl:1][C:2]1[C:3]([CH2:4][NH:11][CH2:12][CH:13]([C:15]2[CH:20]=[CH:19][CH:18]=[CH:17][CH:16]=2)[OH:14])=[CH:6][CH:7]=[C:8]([Cl:10])[N:9]=1. The yield is 0.982. (2) The reactants are [Si:1]([O:8][CH:9]1[CH2:14][CH:13]([CH3:15])[CH2:12][C:11]([C:16]2[CH:21]=[CH:20][N:19]=[CH:18][C:17]=2[N+:22]([O-])=O)=[CH:10]1)([C:4]([CH3:7])([CH3:6])[CH3:5])([CH3:3])[CH3:2]. The catalyst is [Fe].CC(O)=O. The product is [Si:1]([O:8][CH:9]1[CH2:14][CH:13]([CH3:15])[CH2:12][C:11]([C:16]2[CH:21]=[CH:20][N:19]=[CH:18][C:17]=2[NH2:22])=[CH:10]1)([C:4]([CH3:7])([CH3:5])[CH3:6])([CH3:3])[CH3:2]. The yield is 0.900. (3) The reactants are [Br:1][C:2]1[CH:7]=[CH:6][C:5]([NH:8][C:9]2[C:10]([C:26]([OH:28])=O)=[CH:11][C:12]3[N:16]([CH2:17][CH:18]4[CH2:23][CH2:22][CH2:21][CH2:20][O:19]4)[CH:15]=[N:14][C:13]=3[C:24]=2[F:25])=[C:4]([Cl:29])[CH:3]=1.C1C=CC2N(O)N=NC=2C=1.C(N(CC)CC)C.[CH:47]([O:49][CH2:50][CH2:51][O:52][NH2:53])=[CH2:48].CCN=C=NCCCN(C)C. The catalyst is CN(C)C=O.C(OCC)(=O)C.O. The product is [CH:47]([O:49][CH2:50][CH2:51][O:52][NH:53][C:26]([C:10]1[C:9]([NH:8][C:5]2[CH:6]=[CH:7][C:2]([Br:1])=[CH:3][C:4]=2[Cl:29])=[C:24]([F:25])[C:13]2[N:14]=[CH:15][N:16]([CH2:17][CH:18]3[CH2:23][CH2:22][CH2:21][CH2:20][O:19]3)[C:12]=2[CH:11]=1)=[O:28])=[CH2:48]. The yield is 0.790. (4) The reactants are [F:1][C:2]1[CH:7]=[CH:6][C:5]([CH:8]2[C:17]([CH3:19])(O)[C:16]3[C:11](=[CH:12][C:13]([O:20]C4CCCCO4)=[CH:14][CH:15]=3)[O:10][CH:9]2[C:27]2[CH:32]=[CH:31][C:30]([I:33])=[CH:29][CH:28]=2)=[CH:4][CH:3]=1.CC(O)=O. The catalyst is O. The product is [F:1][C:2]1[CH:7]=[CH:6][C:5]([C:8]2[CH:9]([C:27]3[CH:28]=[CH:29][C:30]([I:33])=[CH:31][CH:32]=3)[O:10][C:11]3[C:16]([C:17]=2[CH3:19])=[CH:15][CH:14]=[C:13]([OH:20])[CH:12]=3)=[CH:4][CH:3]=1. The yield is 0.728. (5) The reactants are C([N:8]1[CH2:12][CH2:11][CH2:10][C@H:9]1[CH2:13][N:14]1[C:18]([S:19]([C:22]2[CH:27]=[CH:26][C:25](C)=[CH:24][CH:23]=2)(=O)=O)=[N:17][N:16]=[N:15]1)(OC(C)(C)C)=O.C1C=CC(S)=CC=1.C([O-])([O-])=O.[K+].[K+]. The catalyst is CC#N. The product is [C:22]1([S:19][C:18]2[N:14]([CH2:13][C@@H:9]3[CH2:10][CH2:11][CH2:12][NH:8]3)[N:15]=[N:16][N:17]=2)[CH:23]=[CH:24][CH:25]=[CH:26][CH:27]=1. The yield is 0.970.